From a dataset of Catalyst prediction with 721,799 reactions and 888 catalyst types from USPTO. Predict which catalyst facilitates the given reaction. (1) Reactant: [NH:1]1[CH2:9][CH2:8][CH2:7][CH:3]([C:4]([OH:6])=[O:5])[CH2:2]1.C(=O)([O-])[O-].[Na+].[Na+].Cl[C:17]([O:19][CH2:20][C:21]1[CH:26]=[CH:25][CH:24]=[CH:23][CH:22]=1)=[O:18].[OH-].[Na+]. Product: [CH2:20]([O:19][C:17]([N:1]1[CH2:9][CH2:8][CH2:7][CH:3]([C:4]([OH:6])=[O:5])[CH2:2]1)=[O:18])[C:21]1[CH:26]=[CH:25][CH:24]=[CH:23][CH:22]=1. The catalyst class is: 6. (2) Reactant: COP(=O)OC.[C:7](=O)([O-])[O-].[K+].[K+].[CH:13]1([N:16]2[C:20]([CH3:21])=[C:19]([CH:22]=O)[N:18]=[C:17]2[CH3:24])[CH2:15][CH2:14]1. Product: [CH:13]1([N:16]2[C:20]([CH3:21])=[C:19]([C:22]#[CH:7])[N:18]=[C:17]2[CH3:24])[CH2:15][CH2:14]1. The catalyst class is: 5.